The task is: Regression. Given two drug SMILES strings and cell line genomic features, predict the synergy score measuring deviation from expected non-interaction effect.. This data is from NCI-60 drug combinations with 297,098 pairs across 59 cell lines. (1) Drug 1: C1=CC=C(C=C1)NC(=O)CCCCCCC(=O)NO. Drug 2: CC(C)NC(=O)C1=CC=C(C=C1)CNNC.Cl. Cell line: UACC-257. Synergy scores: CSS=16.5, Synergy_ZIP=-5.34, Synergy_Bliss=0.811, Synergy_Loewe=-5.13, Synergy_HSA=-1.23. (2) Drug 1: C1=CC(=CC=C1CCC2=CNC3=C2C(=O)NC(=N3)N)C(=O)NC(CCC(=O)O)C(=O)O. Cell line: K-562. Synergy scores: CSS=48.0, Synergy_ZIP=-7.77, Synergy_Bliss=-9.63, Synergy_Loewe=-4.05, Synergy_HSA=-2.10. Drug 2: C1=NC(=NC(=O)N1C2C(C(C(O2)CO)O)O)N. (3) Drug 1: CC1=C2C(C(=O)C3(C(CC4C(C3C(C(C2(C)C)(CC1OC(=O)C(C(C5=CC=CC=C5)NC(=O)OC(C)(C)C)O)O)OC(=O)C6=CC=CC=C6)(CO4)OC(=O)C)O)C)O. Drug 2: C1C(C(OC1N2C=NC3=C2NC=NCC3O)CO)O. Cell line: U251. Synergy scores: CSS=21.2, Synergy_ZIP=-9.29, Synergy_Bliss=-14.4, Synergy_Loewe=-66.0, Synergy_HSA=-14.4.